Dataset: Catalyst prediction with 721,799 reactions and 888 catalyst types from USPTO. Task: Predict which catalyst facilitates the given reaction. (1) Reactant: [Cl:1][CH2:2][C:3]1[C:4]([CH2:9]Cl)=[CH:5][CH:6]=[CH:7][CH:8]=1.[CH3:11][S:12]([O-:14])=[O:13].[Na+].CCOC(C)=O. Product: [Cl:1][CH2:2][C:3]1[CH:8]=[CH:7][CH:6]=[CH:5][C:4]=1[CH2:9][S:12]([CH3:11])(=[O:14])=[O:13]. The catalyst class is: 3. (2) Product: [CH3:1][C:2]1[CH:3]=[C:4]([C:5]([N:16]2[CH2:17][CH2:19][CH2:22][CH2:20]2)=[O:7])[CH:8]=[CH:9][C:10]=1[N+:11]([O-:13])=[O:12]. The catalyst class is: 18. Reactant: [CH3:1][C:2]1[CH:3]=[C:4]([CH:8]=[CH:9][C:10]=1[N+:11]([O-:13])=[O:12])[C:5]([OH:7])=O.CC[N:16]([CH:20]([CH3:22])C)[CH:17]([CH3:19])C.C1C=CC2N(O)N=NC=2C=1.C(Cl)CCl.N1CCCC1. (3) The catalyst class is: 1. Product: [Br:24][C:25]1[CH:26]=[C:27]2[C:32](=[CH:33][CH:34]=1)[N:31]=[C:30]([NH:35][C:36]([CH3:37])([CH3:39])[CH3:38])[C:29]([CH:40]([OH:41])[CH2:23][C:21]1[CH:22]=[C:17]([C:13]([CH3:16])([CH3:15])[CH3:14])[N:18]=[CH:19][N:20]=1)=[CH:28]2. Reactant: [Li+].CCC[CH2-].C(NC(C)C)(C)C.[C:13]([C:17]1[CH:22]=[C:21]([CH3:23])[N:20]=[CH:19][N:18]=1)([CH3:16])([CH3:15])[CH3:14].[Br:24][C:25]1[CH:26]=[C:27]2[C:32](=[CH:33][CH:34]=1)[N:31]=[C:30]([NH:35][C:36]([CH3:39])([CH3:38])[CH3:37])[C:29]([CH:40]=[O:41])=[CH:28]2. (4) The catalyst class is: 14. Product: [NH2:2][C:1]1[NH:25][N:24]=[C:7]([NH:20][C:17]2[CH:16]=[CH:15][C:14]([S:12](=[O:21])(=[O:13])[NH2:22])=[CH:19][CH:18]=2)[C:3]=1[C:4]([NH2:6])=[O:5]. Reactant: [C:1]([C:3](=[C:7](SC)SC)[C:4]([NH2:6])=[O:5])#[N:2].[S:12]([NH2:22])(=[O:21])([C:14]1[CH:19]=[CH:18][C:17]([NH2:20])=[CH:16][CH:15]=1)=[O:13].O.[NH2:24][NH2:25]. (5) Reactant: CS(Cl)(=O)=O.[Cl:6][C:7]1[C:8]([N:13]2[C:17]([C:18]([OH:20])=O)=[CH:16][C:15]([C:21]([F:24])([F:23])[F:22])=[N:14]2)=[N:9][CH:10]=[CH:11][CH:12]=1.C(N(CC)CC)C.[NH2:32][C:33]1[C:41]([CH3:42])=[CH:40][C:39]([I:43])=[CH:38][C:34]=1[C:35](O)=[O:36]. Product: [Cl:6][C:7]1[C:8]([N:13]2[C:17]([C:18]3[O:20][C:35](=[O:36])[C:34]4[CH:38]=[C:39]([I:43])[CH:40]=[C:41]([CH3:42])[C:33]=4[N:32]=3)=[CH:16][C:15]([C:21]([F:24])([F:23])[F:22])=[N:14]2)=[N:9][CH:10]=[CH:11][CH:12]=1. The catalyst class is: 10. (6) Product: [Cl:40][C:37]1[CH:38]=[CH:39][C:22]2[N:21]([CH2:41][C:42]([CH3:45])([CH3:46])[CH2:43][OH:44])[C:20](=[O:47])[C@@H:19]([CH2:18][C:17]([NH:16][CH2:15][C:11]3[CH:10]=[C:9]([CH2:8][CH2:7][C:6]([OH:49])=[O:5])[CH:14]=[CH:13][CH:12]=3)=[O:48])[O:25][C@H:24]([C:26]3[CH:31]=[CH:30][CH:29]=[C:28]([O:32][CH3:33])[C:27]=3[O:34][CH3:35])[C:23]=2[CH:36]=1. Reactant: [OH-].[Na+].C([O:5][C:6](=[O:49])[CH2:7][CH2:8][C:9]1[CH:14]=[CH:13][CH:12]=[C:11]([CH2:15][NH:16][C:17](=[O:48])[CH2:18][C@H:19]2[O:25][C@H:24]([C:26]3[CH:31]=[CH:30][CH:29]=[C:28]([O:32][CH3:33])[C:27]=3[O:34][CH3:35])[C:23]3[CH:36]=[C:37]([Cl:40])[CH:38]=[CH:39][C:22]=3[N:21]([CH2:41][C:42]([CH3:46])([CH3:45])[CH2:43][OH:44])[C:20]2=[O:47])[CH:10]=1)C.O. The catalyst class is: 83. (7) Reactant: [NH2:1][CH:2]1[C:16](=[O:17])[N:15]2[CH2:18][C@H:19]([O:21][C:22]3[CH:27]=[C:26]([C:28]4[CH:33]=[CH:32][CH:31]=[CH:30][N:29]=4)[N:25]=[C:24]4[CH:34]=[CH:35][S:36][C:23]=34)[CH2:20][C@H:14]2[C:13](=[O:37])[NH:12][C@:11]2([C:39]([O:41][CH3:42])=[O:40])[CH2:38][C@H:10]2[CH:9]=[CH:8][CH2:7][CH2:6][CH2:5][CH2:4][CH2:3]1.C(N(CC)CC)C.[C:50](=O)([O:57]C1C=CC([N+]([O-])=O)=CC=1)[O:51][CH:52]1[CH2:56][CH2:55][CH2:54][CH2:53]1.C(=O)(O)[O-].[Na+]. Product: [CH:52]1([O:51][C:50]([NH:1][CH:2]2[C:16](=[O:17])[N:15]3[CH2:18][C@H:19]([O:21][C:22]4[CH:27]=[C:26]([C:28]5[CH:33]=[CH:32][CH:31]=[CH:30][N:29]=5)[N:25]=[C:24]5[CH:34]=[CH:35][S:36][C:23]=45)[CH2:20][C@H:14]3[C:13](=[O:37])[NH:12][C@:11]3([C:39]([O:41][CH3:42])=[O:40])[CH2:38][C@H:10]3[CH:9]=[CH:8][CH2:7][CH2:6][CH2:5][CH2:4][CH2:3]2)=[O:57])[CH2:56][CH2:55][CH2:54][CH2:53]1. The catalyst class is: 566. (8) Reactant: [N+](C1C=CC=CC=1S([N:13]([CH2:33][C:34]1[CH:39]=[CH:38][CH:37]=[CH:36][N:35]=1)[CH2:14][C:15]1[CH:20]=[CH:19][C:18]([CH2:21][NH:22][CH:23]2[C:32]3[N:31]=[CH:30][CH:29]=[CH:28][C:27]=3[CH2:26][CH2:25][CH2:24]2)=[CH:17][CH:16]=1)(=O)=O)([O-])=O.CN1CCOCC1.[N:47]1[CH:52]=[CH:51][CH:50]=[CH:49][C:48]=1[C:53]([OH:55])=O.ON1C2C=CC=CC=2N=N1.CN(C)CCCN=C=NCC. Product: [N:35]1[CH:36]=[CH:37][CH:38]=[CH:39][C:34]=1[CH2:33][NH:13][CH2:14][C:15]1[CH:16]=[CH:17][C:18]([CH2:21][N:22]([CH:23]2[C:32]3[N:31]=[CH:30][CH:29]=[CH:28][C:27]=3[CH2:26][CH2:25][CH2:24]2)[C:53](=[O:55])[C:48]2[CH:49]=[CH:50][CH:51]=[CH:52][N:47]=2)=[CH:19][CH:20]=1. The catalyst class is: 3. (9) Reactant: [NH2:1][CH2:2][CH2:3][CH2:4][O:5][C:6]1[CH:11]=[CH:10][C:9]([F:12])=[CH:8][C:7]=1[C@H:13]1[CH2:17][CH2:16][CH2:15][N:14]1[C:18]1[CH:23]=[CH:22][N:21]2[N:24]=[CH:25][C:26]([C:27]([O:29]CC)=O)=[C:20]2[N:19]=1.CCN(C(C)C)C(C)C. Product: [F:12][C:9]1[CH:8]=[C:7]2[C:6](=[CH:11][CH:10]=1)[O:5][CH2:4][CH2:3][CH2:2][NH:1][C:27](=[O:29])[C:26]1=[C:20]3[N:19]=[C:18]([CH:23]=[CH:22][N:21]3[N:24]=[CH:25]1)[N:14]1[C@@H:13]2[CH2:17][CH2:16][CH2:15]1. The catalyst class is: 14. (10) Reactant: [CH:1](OCC)(OCC)OCC.C1(C)C=CC(S(O)(=O)=O)=CC=1.[NH2:22][C:23]1[CH:33]=[CH:32][C:26]([C:27]([NH:29][CH2:30][CH3:31])=[O:28])=[CH:25][C:24]=1[NH:34][CH3:35]. Product: [CH2:30]([NH:29][C:27]([C:26]1[CH:32]=[CH:33][C:23]2[N:22]=[CH:35][N:34]([CH3:1])[C:24]=2[CH:25]=1)=[O:28])[CH3:31]. The catalyst class is: 7.